This data is from Full USPTO retrosynthesis dataset with 1.9M reactions from patents (1976-2016). The task is: Predict the reactants needed to synthesize the given product. (1) The reactants are: [C:1]([C:3]1[CH:16]=[CH:15][C:6]([CH2:7][N:8]2[C:12]([CH2:13][OH:14])=[CH:11][N:10]=[CH:9]2)=[CH:5][CH:4]=1)#[N:2].[C:17]([Si:21]([CH3:24])([CH3:23])Cl)([CH3:20])([CH3:19])[CH3:18].N1C=CN=C1. Given the product [Si:21]([O:14][CH2:13][C:12]1[N:8]([CH2:7][C:6]2[CH:15]=[CH:16][C:3]([C:1]#[N:2])=[CH:4][CH:5]=2)[CH:9]=[N:10][CH:11]=1)([C:17]([CH3:20])([CH3:19])[CH3:18])([CH3:24])[CH3:23], predict the reactants needed to synthesize it. (2) Given the product [NH2:25][C:23]1[N:24]=[C:19]([C:15]2[CH:14]=[C:13]([NH:12][C:3](=[O:5])[CH:2]([OH:1])[C:6]3[CH:11]=[CH:10][CH:9]=[CH:8][CH:7]=3)[CH:18]=[CH:17][CH:16]=2)[CH:20]=[C:21]([NH:26][CH3:27])[N:22]=1, predict the reactants needed to synthesize it. The reactants are: [OH:1][CH:2]([C:6]1[CH:11]=[CH:10][CH:9]=[CH:8][CH:7]=1)[C:3]([OH:5])=O.[NH2:12][C:13]1[CH:14]=[C:15]([C:19]2[N:24]=[C:23]([NH2:25])[N:22]=[C:21]([NH:26][CH3:27])[CH:20]=2)[CH:16]=[CH:17][CH:18]=1.OC1C2N=NNC=2C=CC=1.C1(N=C=NC2CCCCC2)CCCCC1. (3) Given the product [Cl:23][C:24]1[CH:25]=[CH:26][C:27](/[CH:30]=[CH:31]/[CH:32]=[C:68]2[CH2:69][CH2:70][N:65]([C:63]3[C:62]([N+:72]([O-:74])=[O:73])=[CH:61][CH:60]=[C:59]([CH3:58])[N:64]=3)[CH2:66][CH2:67]2)=[CH:28][CH:29]=1, predict the reactants needed to synthesize it. The reactants are: C(OC(N1CCC(=C/C=C/C2C=CC=CC=2)CC1)=O)(C)(C)C.[Cl:23][C:24]1[CH:29]=[CH:28][C:27](/[CH:30]=[CH:31]/[CH2:32]P(OCC)(OCC)=O)=[CH:26][CH:25]=1.C(P(=O)(OCC)OCC)C=CC1C=CC=CC=1.[CH3:58][C:59]1[N:64]=[C:63]([N:65]2[CH2:70][CH2:69][C:68](=O)[CH2:67][CH2:66]2)[C:62]([N+:72]([O-:74])=[O:73])=[CH:61][CH:60]=1. (4) Given the product [CH:2]([C:3]1[CH2:8][N:7]([C:9]([O:11][C:12]([CH3:15])([CH3:14])[CH3:13])=[O:10])[CH2:6][CH2:5][CH:4]=1)=[O:1], predict the reactants needed to synthesize it. The reactants are: [OH:1][CH2:2][C:3]1[CH2:8][N:7]([C:9]([O:11][C:12]([CH3:15])([CH3:14])[CH3:13])=[O:10])[CH2:6][CH2:5][CH:4]=1. (5) Given the product [CH3:3][O:4][C:6]1[CH:11]=[C:10]([N+:12]([O-:14])=[O:13])[CH:9]=[CH:8][C:7]=1[C:15]([F:18])([F:17])[F:16], predict the reactants needed to synthesize it. The reactants are: [H-].[Na+].[CH3:3][OH:4].F[C:6]1[CH:11]=[C:10]([N+:12]([O-:14])=[O:13])[CH:9]=[CH:8][C:7]=1[C:15]([F:18])([F:17])[F:16]. (6) The reactants are: [CH3:1][N:2](C)[C:3](=[O:44])[CH2:4][NH:5][C@:6]12[CH2:40][CH2:39][C@@H:38]([C:41]([CH3:43])=[CH2:42])[C@@H:7]1[C@@H:8]1[C@@:21]([CH3:24])([CH2:22][CH2:23]2)[C@@:20]2([CH3:25])[C@@H:11]([C@:12]3([CH3:37])[C@@H:17]([CH2:18][CH2:19]2)[C:16]([CH3:27])([CH3:26])[C:15]([C:28]2[CH:36]=[CH:35][C:31]([C:32]([OH:34])=[O:33])=[CH:30][CH:29]=2)=[CH:14][CH2:13]3)[CH2:10][CH2:9]1.ClCC(NC)=O. Given the product [CH3:24][C@:21]12[C@@:20]3([CH3:25])[C@@H:11]([C@:12]4([CH3:37])[C@@H:17]([CH2:18][CH2:19]3)[C:16]([CH3:26])([CH3:27])[C:15]([C:28]3[CH:29]=[CH:30][C:31]([C:32]([OH:34])=[O:33])=[CH:35][CH:36]=3)=[CH:14][CH2:13]4)[CH2:10][CH2:9][C@@H:8]1[C@H:7]1[C@H:38]([C:41]([CH3:43])=[CH2:42])[CH2:39][CH2:40][C@:6]1([NH:5][CH2:4][C:3]([NH:2][CH3:1])=[O:44])[CH2:23][CH2:22]2, predict the reactants needed to synthesize it. (7) Given the product [CH2:3]([O:6][C:7]1[C:16]([CH:17]([CH3:18])[CH3:19])=[CH:15][C:10]([C:11]([OH:13])=[O:12])=[C:9]([OH:20])[CH:8]=1)[CH:4]=[CH2:5], predict the reactants needed to synthesize it. The reactants are: [OH-].[K+].[CH2:3]([O:6][C:7]1[C:16]([CH:17]([CH3:19])[CH3:18])=[CH:15][C:10]([C:11]([O:13]C)=[O:12])=[C:9]([OH:20])[CH:8]=1)[CH:4]=[CH2:5].